Dataset: Full USPTO retrosynthesis dataset with 1.9M reactions from patents (1976-2016). Task: Predict the reactants needed to synthesize the given product. (1) Given the product [NH:13]1[CH:14]=[CH:15][N:16]=[C:12]1[CH2:11][C@H:10]([OH:17])[CH2:9][OH:8], predict the reactants needed to synthesize it. The reactants are: C([O:8][CH2:9][C@@H:10]([OH:17])[CH2:11][C:12]1[NH:13][CH:14]=[CH:15][N:16]=1)C1C=CC=CC=1. (2) Given the product [CH:1]1([CH2:7][NH:8][C:9](=[O:24])[C:10]2[CH:15]=[CH:14][NH:13][C:12](=[O:16])[CH:11]=2)[CH2:6][CH2:5][CH2:4][CH2:3][CH2:2]1, predict the reactants needed to synthesize it. The reactants are: [CH:1]1([CH2:7][NH:8][C:9](=[O:24])[C:10]2[CH:15]=[CH:14][N:13]=[C:12]([O:16]CC3C=CC=CC=3)[CH:11]=2)[CH2:6][CH2:5][CH2:4][CH2:3][CH2:2]1.[H][H]. (3) Given the product [CH:24]([O:23][CH2:22][CH2:21][CH2:20][N:16]1[C:17](=[O:19])[C:18]2[C:9]([CH2:8][C:5]3[CH:4]=[CH:3][C:2]([Cl:1])=[CH:7][CH:6]=3)=[C:10]([O:32][C:33]3[CH:34]=[N:35][CH:36]=[C:37]([F:39])[CH:38]=3)[CH:11]=[N:12][C:13]=2[N:14]([CH3:31])[C:15]1=[O:30])=[O:25], predict the reactants needed to synthesize it. The reactants are: [Cl:1][C:2]1[CH:7]=[CH:6][C:5]([CH:8](O)[C:9]2[C:18]3[C:17](=[O:19])[N:16]([CH2:20][CH2:21][CH2:22][O:23][CH:24]4CCCC[O:25]4)[C:15](=[O:30])[N:14]([CH3:31])[C:13]=3[N:12]=[CH:11][C:10]=2[O:32][C:33]2[CH:34]=[N:35][CH:36]=[C:37]([F:39])[CH:38]=2)=[CH:4][CH:3]=1. (4) Given the product [CH3:36][CH2:37][CH2:30][CH:31]([CH3:34])[CH3:32].[CH:1]1([CH2:4][N:5]2[C:10]3[S:11][C:12]([CH2:32][C:31]4[CH:34]=[CH:35][CH:36]=[CH:37][C:30]=4[C:29]([F:28])([F:38])[F:39])=[C:13]([C:14]([OH:16])=[O:15])[C:9]=3[C:8](=[O:17])[N:7]([CH3:18])[C:6]2=[O:19])[CH2:3][CH2:2]1, predict the reactants needed to synthesize it. The reactants are: [CH:1]1([CH2:4][N:5]2[C:10]3[S:11][CH:12]=[C:13]([C:14]([OH:16])=[O:15])[C:9]=3[C:8](=[O:17])[N:7]([CH3:18])[C:6]2=[O:19])[CH2:3][CH2:2]1.C([N-]C(C)C)(C)C.[Li+].[F:28][C:29]([F:39])([F:38])[C:30]1[CH:37]=[CH:36][CH:35]=[CH:34][C:31]=1[CH:32]=O.Cl. (5) Given the product [N+:8]([C:5]1[CH:6]=[CH:7][C:2]([NH:15][CH2:14][CH:13]([OH:12])[CH2:16][OH:17])=[C:3]([CH3:11])[CH:4]=1)([O-:10])=[O:9], predict the reactants needed to synthesize it. The reactants are: F[C:2]1[CH:7]=[CH:6][C:5]([N+:8]([O-:10])=[O:9])=[CH:4][C:3]=1[CH3:11].[OH:12][CH:13]([CH2:16][OH:17])[CH2:14][NH2:15].C([O-])([O-])=O.[K+].[K+].